Dataset: NCI-60 drug combinations with 297,098 pairs across 59 cell lines. Task: Regression. Given two drug SMILES strings and cell line genomic features, predict the synergy score measuring deviation from expected non-interaction effect. Drug 1: CC1C(C(CC(O1)OC2CC(CC3=C2C(=C4C(=C3O)C(=O)C5=C(C4=O)C(=CC=C5)OC)O)(C(=O)C)O)N)O.Cl. Drug 2: C1CN(CCN1C(=O)CCBr)C(=O)CCBr. Cell line: OVCAR3. Synergy scores: CSS=29.4, Synergy_ZIP=-7.55, Synergy_Bliss=5.68, Synergy_Loewe=-10.5, Synergy_HSA=3.65.